This data is from Catalyst prediction with 721,799 reactions and 888 catalyst types from USPTO. The task is: Predict which catalyst facilitates the given reaction. Reactant: [Li]CCCC.Br[C:7]1[CH:22]=[CH:21][C:10]([O:11][CH2:12][CH2:13][O:14][CH:15]2[CH2:20][CH2:19][CH2:18][CH2:17][O:16]2)=[C:9]([C:23]([F:26])([F:25])[F:24])[CH:8]=1.[B:27](OC(C)C)([O:32]C(C)C)[O:28]C(C)C. Product: [O:16]1[CH2:17][CH2:18][CH2:19][CH2:20][CH:15]1[O:14][CH2:13][CH2:12][O:11][C:10]1[CH:21]=[CH:22][C:7]([B:27]([OH:32])[OH:28])=[CH:8][C:9]=1[C:23]([F:26])([F:25])[F:24]. The catalyst class is: 1.